This data is from Peptide-MHC class I binding affinity with 185,985 pairs from IEDB/IMGT. The task is: Regression. Given a peptide amino acid sequence and an MHC pseudo amino acid sequence, predict their binding affinity value. This is MHC class I binding data. (1) The peptide sequence is VLKIVRNMEK. The MHC is HLA-A03:01 with pseudo-sequence HLA-A03:01. The binding affinity (normalized) is 0.592. (2) The peptide sequence is WSQNPTMLY. The MHC is HLA-B15:17 with pseudo-sequence HLA-B15:17. The binding affinity (normalized) is 1.00. (3) The peptide sequence is TVKSMILHEIL. The binding affinity (normalized) is 0.0377. The MHC is HLA-A24:02 with pseudo-sequence HLA-A24:02. (4) The peptide sequence is EKRCRRMVVV. The MHC is HLA-B08:01 with pseudo-sequence HLA-B08:01. The binding affinity (normalized) is 0.152. (5) The peptide sequence is PAHGPAKNM. The MHC is Mamu-A02 with pseudo-sequence Mamu-A02. The binding affinity (normalized) is 0.185. (6) The peptide sequence is KPFNNILDL. The MHC is HLA-A02:06 with pseudo-sequence HLA-A02:06. The binding affinity (normalized) is 0.